From a dataset of Full USPTO retrosynthesis dataset with 1.9M reactions from patents (1976-2016). Predict the reactants needed to synthesize the given product. (1) The reactants are: [C:1]([C:5]1[CH:10]=[CH:9][C:8]([C:11]2[N:19]([CH3:20])[C:14]3=[N:15][CH:16]=[CH:17][CH:18]=[C:13]3[C:12]=2C=O)=[CH:7][CH:6]=1)([O:3][CH3:4])=[O:2].[C:23](O)(=O)[CH2:24][C:25]([OH:27])=[O:26].N1CCCCC1. Given the product [C:1]([C:5]1[CH:10]=[CH:9][C:8]([C:11]2[N:19]([CH3:20])[C:14]3=[N:15][CH:16]=[CH:17][CH:18]=[C:13]3[C:12]=2[CH:23]=[CH:24][C:25]([OH:27])=[O:26])=[CH:7][CH:6]=1)([O:3][CH3:4])=[O:2], predict the reactants needed to synthesize it. (2) Given the product [Cl:1][C:2]1[C:7]([C:8]([NH:10][C:11]2[CH:34]=[CH:33][C:14]3[CH2:15][CH2:16][C:17]4[C:18]([C:30]([NH2:32])=[O:31])=[N:19][N:20]([C:22]5[CH:27]=[CH:26][C:25]([CH:28]=[CH2:29])=[CH:24][CH:23]=5)[C:21]=4[C:13]=3[CH:12]=2)=[O:9])=[CH:6][CH:5]=[CH:4][N:3]=1, predict the reactants needed to synthesize it. The reactants are: [Cl:1][C:2]1[C:7]([C:8]([NH:10][C:11]2[CH:34]=[CH:33][C:14]3[CH2:15][CH2:16][C:17]4[C:18]([C:30]([NH2:32])=[O:31])=[N:19][N:20]([C:22]5[CH:27]=[CH:26][C:25]([C:28]#[CH:29])=[CH:24][CH:23]=5)[C:21]=4[C:13]=3[CH:12]=2)=[O:9])=[CH:6][CH:5]=[CH:4][N:3]=1. (3) Given the product [CH:12]1[CH:13]=[N:14][CH:15]=[C:10]2[CH2:9][O:8][C:6]3[CH:5]=[C:4]([O:16][CH2:17][C@H:18]([N:23]4[C:24](=[O:33])[C:25]5[C:30](=[CH:29][CH:28]=[CH:27][CH:26]=5)[C:31]4=[O:32])[CH2:19][CH:20]([CH3:22])[CH3:21])[CH:3]=[CH:2][C:7]=3[C:11]=12, predict the reactants needed to synthesize it. The reactants are: Br[C:2]1[CH:3]=[CH:4][C:5]2[C:15]3[N:14]=[CH:13][CH:12]=[CH:11][C:10]=3[CH2:9][O:8][C:6]=2[CH:7]=1.[OH:16][CH2:17][C@H:18]([N:23]1[C:31](=[O:32])[C:30]2[C:25](=[CH:26][CH:27]=[CH:28][CH:29]=2)[C:24]1=[O:33])[CH2:19][CH:20]([CH3:22])[CH3:21].C(P(C(C)(C)C)C1N(C2C(C3C=CC=CC=3)=NN(C3C=CC=CC=3)C=2C2C=CC=CC=2)N=CC=1)(C)(C)C.C([O-])([O-])=O.[Cs+].[Cs+]. (4) Given the product [F:1][C:2]1[CH:3]=[C:4]2[C:9](=[CH:10][CH:11]=1)[N:8]=[C:7]([NH:12][C:13]([N:31]1[CH2:30][CH2:29][N:28]([C:25]3[CH:24]=[CH:23][C:22]([O:21][CH3:20])=[CH:27][CH:26]=3)[CH2:33][CH2:32]1)=[O:17])[C:6]([O:18][CH3:19])=[N:5]2, predict the reactants needed to synthesize it. The reactants are: [F:1][C:2]1[CH:3]=[C:4]2[C:9](=[CH:10][CH:11]=1)[N:8]=[C:7]([NH:12][C:13](=[O:17])OCC)[C:6]([O:18][CH3:19])=[N:5]2.[CH3:20][O:21][C:22]1[CH:27]=[CH:26][C:25]([N:28]2[CH2:33][CH2:32][NH:31][CH2:30][CH2:29]2)=[CH:24][CH:23]=1. (5) The reactants are: [O:1]=[C:2]([NH:13][C:14]1[CH:19]=[CH:18][CH:17]=[C:16]([NH:20][C:21]([C:23]2[C:24]([NH:38][CH2:39][CH2:40][CH3:41])=[N:25][C:26]([NH:29][CH2:30][CH2:31][C:32]3[CH:37]=[CH:36][N:35]=[CH:34][CH:33]=3)=[N:27][CH:28]=2)=[O:22])[CH:15]=1)[C@@H:3]([NH:5]C(=O)OC(C)(C)C)[CH3:4]. Given the product [NH2:5][C@@H:3]([CH3:4])[C:2]([NH:13][C:14]1[CH:15]=[C:16]([NH:20][C:21]([C:23]2[C:24]([NH:38][CH2:39][CH2:40][CH3:41])=[N:25][C:26]([NH:29][CH2:30][CH2:31][C:32]3[CH:33]=[CH:34][N:35]=[CH:36][CH:37]=3)=[N:27][CH:28]=2)=[O:22])[CH:17]=[CH:18][CH:19]=1)=[O:1], predict the reactants needed to synthesize it. (6) The reactants are: [CH3:1][S:2]([C:5]1[CH:10]=[CH:9][C:8]([C:11]2[CH:16]=[CH:15][C:14]([OH:17])=[C:13]([OH:18])[CH:12]=2)=[CH:7][CH:6]=1)(=[O:4])=[O:3].C(=O)([O-])[O-].[K+].[K+].Br[CH:26]1[CH2:28][CH2:27]1.C[C:30]([CH2:32][CH3:33])=O. Given the product [CH3:1][S:2]([C:5]1[CH:6]=[CH:7][C:8]([C:11]2[CH:16]=[CH:15][C:14]([O:17][CH:26]3[CH2:28][CH2:27]3)=[C:13]([O:18][CH:30]3[CH2:32][CH2:33]3)[CH:12]=2)=[CH:9][CH:10]=1)(=[O:3])=[O:4], predict the reactants needed to synthesize it. (7) Given the product [Br:23][C:11]1[CH:10]=[CH:9][C:8]2[NH:7][C:6]3[C:14]([C:13]=2[CH:12]=1)=[CH:15][C:3]([O:2][CH3:1])=[CH:4][CH:5]=3, predict the reactants needed to synthesize it. The reactants are: [CH3:1][O:2][C:3]1[CH:4]=[CH:5][C:6]2[NH:7][C:8]3[C:13]([C:14]=2[CH:15]=1)=[CH:12][CH:11]=[CH:10][CH:9]=3.C1C(=O)N([Br:23])C(=O)C1.O. (8) Given the product [F:1][C:2]1[CH:7]=[CH:6][C:5]([S:8]([C:13]2[C:18]([CH2:19][C:20]3[C:28]4[C:27](=[O:29])[CH2:26][C:25]([CH3:30])([CH3:31])[CH2:24][C:23]=4[NH:22][C:21]=3[CH3:32])=[CH:17][CH:16]=[CH:15][N:14]=2)(=[O:10])=[O:9])=[CH:4][CH:3]=1, predict the reactants needed to synthesize it. The reactants are: [F:1][C:2]1[CH:7]=[CH:6][C:5]([S:8]([O-:10])=[O:9])=[CH:4][CH:3]=1.[Na+].Br[C:13]1[C:18]([CH2:19][C:20]2[C:28]3[C:27](=[O:29])[CH2:26][C:25]([CH3:31])([CH3:30])[CH2:24][C:23]=3[NH:22][C:21]=2[CH3:32])=[CH:17][CH:16]=[CH:15][N:14]=1. (9) The reactants are: [C:1]([O:5][C:6]([N:8]1[CH2:13][CH2:12][N:11]([C:14]2[CH:19]=[CH:18][CH:17]=[CH:16][C:15]=2[NH:20][C:21]([C:23]2[CH:28]=[CH:27][N:26]=[C:25]([Cl:29])[CH:24]=2)=[O:22])[CH2:10][CH2:9]1)=[O:7])([CH3:4])([CH3:3])[CH3:2].[H-].[Na+].I[CH3:33]. Given the product [C:1]([O:5][C:6]([N:8]1[CH2:13][CH2:12][N:11]([C:14]2[CH:19]=[CH:18][CH:17]=[CH:16][C:15]=2[N:20]([C:21]([C:23]2[CH:28]=[CH:27][N:26]=[C:25]([Cl:29])[CH:24]=2)=[O:22])[CH3:33])[CH2:10][CH2:9]1)=[O:7])([CH3:4])([CH3:2])[CH3:3], predict the reactants needed to synthesize it.